Predict the product of the given reaction. From a dataset of Forward reaction prediction with 1.9M reactions from USPTO patents (1976-2016). (1) The product is: [CH3:3][Si:2]([CH3:4])([CH:29]1[C:30]2[C:26](=[C:25]([C:9]3[CH:14]=[CH:13][CH:12]=[CH:11][CH:10]=3)[C:33]([CH3:34])=[CH:32][CH:31]=2)[CH:27]=[C:28]1[CH3:35])[CH:8]1[C:9]2[C:14](=[C:13]([C:16]3[CH:17]=[CH:18][CH:19]=[CH:20][CH:21]=3)[C:12]([CH3:22])=[CH:11][CH:10]=2)[CH:15]=[C:7]1[CH3:6]. Given the reactants Cl[Si:2](Cl)([CH3:4])[CH3:3].[CH3:6][C:7]1[CH-:8][C:9]2[C:14]([CH:15]=1)=[C:13]([C:16]1[CH:21]=[CH:20][CH:19]=[CH:18][CH:17]=1)[C:12]([CH3:22])=[CH:11][CH:10]=2.[Li+].Br[C:25]1[C:33]([CH3:34])=[CH:32][CH:31]=[C:30]2[C:26]=1[CH:27]=[C:28]([CH3:35])[CH2:29]2, predict the reaction product. (2) Given the reactants [CH2:1]([Br:8])[C:2]1[CH:7]=[CH:6][CH:5]=[CH:4][CH:3]=1.[NH2:9][C:10]([NH2:12])=[S:11], predict the reaction product. The product is: [BrH:8].[C:10]([S:11][CH2:1][C:2]1[CH:7]=[CH:6][CH:5]=[CH:4][CH:3]=1)(=[NH:9])[NH2:12]. (3) Given the reactants [CH3:1][C:2]1[S:6][CH:5]=[N:4][C:3]=1[C:7]([OH:9])=O.C(Cl)CCl.C1C=CC2N(O)N=NC=2C=1.[NH:24]([C:26]([O:28][C:29]([CH3:32])([CH3:31])[CH3:30])=[O:27])[NH2:25], predict the reaction product. The product is: [CH3:1][C:2]1[S:6][CH:5]=[N:4][C:3]=1[C:7]([NH:25][NH:24][C:26]([O:28][C:29]([CH3:32])([CH3:31])[CH3:30])=[O:27])=[O:9]. (4) Given the reactants [NH2:1][C:2]1[CH:10]=[C:9]2[C:5]([CH:6]=[C:7]([C:11]([O:13][CH2:14][CH3:15])=[O:12])[NH:8]2)=[CH:4][C:3]=1[O:16][CH3:17].[CH3:18][S:19](Cl)(=[O:21])=[O:20], predict the reaction product. The product is: [CH3:17][O:16][C:3]1[CH:4]=[C:5]2[C:9](=[CH:10][C:2]=1[NH:1][S:19]([CH3:18])(=[O:21])=[O:20])[NH:8][C:7]([C:11]([O:13][CH2:14][CH3:15])=[O:12])=[CH:6]2.